Dataset: Catalyst prediction with 721,799 reactions and 888 catalyst types from USPTO. Task: Predict which catalyst facilitates the given reaction. Reactant: CO[C:3](=[O:13])[CH2:4][C:5]1[CH:10]=[CH:9][C:8]([O:11][CH3:12])=[CH:7][CH:6]=1.[F:14][C:15]1[CH:16]=[C:17]([NH2:21])[CH:18]=[CH:19][CH:20]=1.[H-].[Na+]. Product: [F:14][C:15]1[CH:16]=[C:17]([NH:21][C:3](=[O:13])[CH2:4][C:5]2[CH:6]=[CH:7][C:8]([O:11][CH3:12])=[CH:9][CH:10]=2)[CH:18]=[CH:19][CH:20]=1. The catalyst class is: 16.